Task: Predict the reactants needed to synthesize the given product.. Dataset: Full USPTO retrosynthesis dataset with 1.9M reactions from patents (1976-2016) (1) Given the product [CH3:1][O:2][C:3]1[CH:4]=[CH:5][C:6]([C:9]2[C:10]3[O:17][C:16](/[C:18](=[C:21]4/[C:22](=[O:23])[NH:24][C:25](=[O:26])[S:27]/4)/[CH3:19])=[CH:15][C:11]=3[CH:12]=[N:13][CH:14]=2)=[CH:7][CH:8]=1, predict the reactants needed to synthesize it. The reactants are: [CH3:1][O:2][C:3]1[CH:8]=[CH:7][C:6]([C:9]2[C:10]3[O:17][C:16]([C:18](=O)[CH3:19])=[CH:15][C:11]=3[CH:12]=[N:13][CH:14]=2)=[CH:5][CH:4]=1.[CH2:21]1[S:27][C:25](=[O:26])[NH:24][C:22]1=[O:23].NCCC(O)=O. (2) The reactants are: Br[CH2:2][C:3]1[C:11]2[N:10]=[CH:9][N:8]([C:12]([O:14][C:15]([CH3:18])([CH3:17])[CH3:16])=[O:13])[C:7]=2[CH:6]=[CH:5][CH:4]=1.[N-:19]=[N+:20]=[N-:21].[Na+]. Given the product [N:19]([CH2:2][C:3]1[C:11]2[N:10]=[CH:9][N:8]([C:12]([O:14][C:15]([CH3:18])([CH3:17])[CH3:16])=[O:13])[C:7]=2[CH:6]=[CH:5][CH:4]=1)=[N+:20]=[N-:21], predict the reactants needed to synthesize it. (3) Given the product [F:20][C:16]1[CH:15]=[C:14]([CH:6]([NH:5][C:3]([CH2:2][NH:1][C:29]([C:27]2[S:28][C:24]([N+:21]([O-:23])=[O:22])=[CH:25][CH:26]=2)=[O:30])=[O:4])[C:7]2[CH:12]=[CH:11][CH:10]=[C:9]([F:13])[CH:8]=2)[CH:19]=[CH:18][CH:17]=1, predict the reactants needed to synthesize it. The reactants are: [NH2:1][CH2:2][C:3]([NH:5][CH:6]([C:14]1[CH:19]=[CH:18][CH:17]=[C:16]([F:20])[CH:15]=1)[C:7]1[CH:12]=[CH:11][CH:10]=[C:9]([F:13])[CH:8]=1)=[O:4].[N+:21]([C:24]1[S:28][C:27]([C:29](O)=[O:30])=[CH:26][CH:25]=1)([O-:23])=[O:22]. (4) Given the product [C:1]([O:9][CH2:10][C@@H:11]([N:13]([CH2:14][CH3:15])[C:22](=[O:24])[C:21]1[CH:25]=[C:17]([CH3:16])[CH:18]=[CH:19][C:20]=1[N:26]1[N:30]=[CH:29][CH:28]=[N:27]1)[CH3:12])(=[O:8])[C:2]1[CH:7]=[CH:6][CH:5]=[CH:4][CH:3]=1, predict the reactants needed to synthesize it. The reactants are: [C:1]([O:9][CH2:10][C@@H:11]([NH:13][CH2:14][CH3:15])[CH3:12])(=[O:8])[C:2]1[CH:7]=[CH:6][CH:5]=[CH:4][CH:3]=1.[CH3:16][C:17]1[CH:18]=[CH:19][C:20]([N:26]2[N:30]=[CH:29][CH:28]=[N:27]2)=[C:21]([CH:25]=1)[C:22]([OH:24])=O. (5) Given the product [Br:6][C:7]1[CH:8]=[CH:9][C:10]([C:17]([CH:25]2[CH2:27][CH2:26]2)([CH:14]2[CH2:15][CH2:16]2)[NH:18][S@@:19]([C:21]([CH3:24])([CH3:23])[CH3:22])=[O:20])=[N:11][CH:12]=1, predict the reactants needed to synthesize it. The reactants are: C([Mg]Cl)(C)C.[Br:6][C:7]1[CH:8]=[CH:9][C:10](I)=[N:11][CH:12]=1.[CH:14]1([C:17]([CH:25]2[CH2:27][CH2:26]2)=[N:18][S@@:19]([C:21]([CH3:24])([CH3:23])[CH3:22])=[O:20])[CH2:16][CH2:15]1.[NH4+].[Cl-]. (6) Given the product [Cl:32][C:33]1[CH:41]=[C:40]([Cl:42])[CH:39]=[CH:38][C:34]=1[C:35]([N:14]([CH2:15][C:16]([N:18]1[CH2:23][CH2:22][O:21][CH2:20][CH2:19]1)=[O:17])[C:7]1[CH:6]=[C:5]([C:4]#[C:3][C:2]([CH3:25])([CH3:24])[CH3:1])[S:9][C:8]=1[C:10]([O:12][CH3:13])=[O:11])=[O:36], predict the reactants needed to synthesize it. The reactants are: [CH3:1][C:2]([CH3:25])([CH3:24])[C:3]#[C:4][C:5]1[S:9][C:8]([C:10]([O:12][CH3:13])=[O:11])=[C:7]([NH:14][CH2:15][C:16]([N:18]2[CH2:23][CH2:22][O:21][CH2:20][CH2:19]2)=[O:17])[CH:6]=1.N1C=CC=CC=1.[Cl:32][C:33]1[CH:41]=[C:40]([Cl:42])[CH:39]=[CH:38][C:34]=1[C:35](Cl)=[O:36]. (7) Given the product [CH3:1][O:2][C:3]([C:5]1[C:13]2[C:8](=[N:9][CH:10]=[C:11]([F:14])[CH:12]=2)[N:7]([S:15]([C:18]2[CH:23]=[CH:22][CH:21]=[CH:20][CH:19]=2)(=[O:17])=[O:16])[C:6]=1[CH2:24][Br:25])=[O:4], predict the reactants needed to synthesize it. The reactants are: [CH3:1][O:2][C:3]([C:5]1[C:13]2[C:8](=[N:9][CH:10]=[C:11]([F:14])[CH:12]=2)[N:7]([S:15]([C:18]2[CH:23]=[CH:22][CH:21]=[CH:20][CH:19]=2)(=[O:17])=[O:16])[C:6]=1[CH3:24])=[O:4].[Br:25]N1C(C)(C)C(=O)N(Br)C1=O.